From a dataset of Reaction yield outcomes from USPTO patents with 853,638 reactions. Predict the reaction yield, written as a fraction of the theoretical maximum amount of product (1.0 means a 100% yield; for example, 0.34 means a 34% yield). (1) The reactants are FC(F)(F)C(O)=O.[NH2:8][CH2:9][C:10]1[N:15]=[C:14]([C:16]2[S:17][C:18]3[CH:26]=[CH:25][CH:24]=[CH:23][C:19]=3[C:20](=[O:22])[N:21]=2)[CH:13]=[CH:12][CH:11]=1.[C:27](Cl)(=[O:30])[CH2:28][CH3:29].C(OCC)(=O)C.O. The catalyst is CN(C)C(=O)C. The product is [O:22]=[C:20]1[C:19]2[CH:23]=[CH:24][CH:25]=[CH:26][C:18]=2[S:17][C:16]([C:14]2[N:15]=[C:10]([CH2:9][NH:8][C:27](=[O:30])[CH2:28][CH3:29])[CH:11]=[CH:12][CH:13]=2)=[N:21]1. The yield is 0.530. (2) The reactants are [CH3:1][O:2][C:3](=[O:21])[CH2:4][CH2:5][C:6]1[CH:10]=[C:9]([CH3:11])[N:8]([CH2:12][C:13]2[CH:18]=[C:17]([Cl:19])[CH:16]=[CH:15][C:14]=2[OH:20])[N:7]=1.C(=O)([O-])[O-].[K+].[K+].Cl[CH2:29][CH:30]([CH2:33][CH3:34])[CH2:31][CH3:32].O. The catalyst is CN(C=O)C.[I-].C([N+](CCCC)(CCCC)CCCC)CCC. The product is [CH3:1][O:2][C:3](=[O:21])[CH2:4][CH2:5][C:6]1[CH:10]=[C:9]([CH3:11])[N:8]([CH2:12][C:13]2[CH:18]=[C:17]([Cl:19])[CH:16]=[CH:15][C:14]=2[O:20][CH2:29][CH:30]([CH2:33][CH3:34])[CH2:31][CH3:32])[N:7]=1. The yield is 0.840. (3) The reactants are [CH3:1][CH:2]1[NH:7][CH:6]([CH3:8])[CH2:5][N:4]([C:9]2[CH:19]=[CH:18][C:12]([C:13]([O:15][CH2:16][CH3:17])=[O:14])=[CH:11][CH:10]=2)[CH2:3]1.[CH2:20]=O.[BH4-].[Na+]. The catalyst is C(O)C.C(#N)C.CC(C)[O-].[Ti+4].CC(C)[O-].CC(C)[O-].CC(C)[O-]. The product is [CH3:8][CH:6]1[N:7]([CH3:20])[CH:2]([CH3:1])[CH2:3][N:4]([C:9]2[CH:19]=[CH:18][C:12]([C:13]([O:15][CH2:16][CH3:17])=[O:14])=[CH:11][CH:10]=2)[CH2:5]1. The yield is 1.12. (4) The reactants are [Si]([O:8][CH2:9][CH2:10][N:11]1[C:17](=[O:18])[C:16]2[CH:19]=[CH:20][CH:21]=[CH:22][C:15]=2[O:14][C:13]2[CH:23]=[CH:24][CH:25]=[CH:26][C:12]1=2)(C(C)(C)C)(C)C.[F-].C([N+](CCCC)(CCCC)CCCC)CCC. The catalyst is C1COCC1. The product is [OH:8][CH2:9][CH2:10][N:11]1[C:17](=[O:18])[C:16]2[CH:19]=[CH:20][CH:21]=[CH:22][C:15]=2[O:14][C:13]2[CH:23]=[CH:24][CH:25]=[CH:26][C:12]1=2. The yield is 0.850. (5) The reactants are Cl.[NH2:2][CH2:3][CH2:4][CH:5]1[C:13]2[C:8](=[CH:9][CH:10]=[CH:11][CH:12]=2)[NH:7][C:6]1=[O:14].[C:15]1(=O)[O:20][C:18](=[O:19])[C:17]2=[CH:21][CH:22]=[CH:23][CH:24]=[C:16]12. The catalyst is C1(C)C=CC=CC=1.CN1C(=O)CCC1. The product is [O:14]=[C:6]1[CH:5]([CH2:4][CH2:3][N:2]2[C:18](=[O:19])[C:17]3[C:16](=[CH:24][CH:23]=[CH:22][CH:21]=3)[C:15]2=[O:20])[C:13]2[C:8](=[CH:9][CH:10]=[CH:11][CH:12]=2)[NH:7]1. The yield is 0.560. (6) The reactants are [CH3:1][CH2:2][O:3][C:4](/[CH:6]=[CH:7]/[CH2:8]P(OCC)(OCC)=O)=[O:5].[H-].[Na+].[CH3:19][O:20][C:21]1[CH:22]=[C:23]([CH:26]=[CH:27][CH:28]=1)[CH:24]=O.CN(C)C=O. The catalyst is O1CCCC1. The product is [CH3:19][O:20][C:21]1[CH:22]=[C:23](/[CH:24]=[CH:8]/[CH:7]=[CH:6]/[C:4]([O:3][CH2:2][CH3:1])=[O:5])[CH:26]=[CH:27][CH:28]=1. The yield is 0.370. (7) The reactants are [Cl:1][C:2]1[CH:19]=[N:18][CH:17]=[C:16](Cl)[C:3]=1[C:4]([NH:6][C:7]([C:9]1[CH:14]=[CH:13][N:12]=[C:11]([Cl:15])[CH:10]=1)=[NH:8])=[O:5].CC(N(C)C)=O. The catalyst is [Fe](Cl)(Cl)Cl.C(O)(=O)C. The product is [Cl:1][C:2]1[C:3]2[C:4]([OH:5])=[N:6][C:7]([C:9]3[CH:14]=[CH:13][N:12]=[C:11]([Cl:15])[CH:10]=3)=[N:8][C:16]=2[CH:17]=[N:18][CH:19]=1. The yield is 0.590. (8) The reactants are [Br:1][C:2]1[N:7]=[CH:6][C:5]([NH2:8])=[CH:4][CH:3]=1.[C:9](O[C:9]([O:11][C:12]([CH3:15])([CH3:14])[CH3:13])=[O:10])([O:11][C:12]([CH3:15])([CH3:14])[CH3:13])=[O:10].C(N(CC)CC)C. The catalyst is ClCCl.CN(C)C1C=CN=CC=1.O. The product is [Br:1][C:2]1[N:7]=[CH:6][C:5]([NH:8][C:9](=[O:10])[O:11][C:12]([CH3:15])([CH3:14])[CH3:13])=[CH:4][CH:3]=1. The yield is 0.540. (9) The yield is 0.560. The product is [ClH:1].[Cl:15][C:16]1[CH:22]=[CH:21][C:19]([NH:20][C:2]2[CH:14]=[CH:13][C:5]([C:6]([N:8]([CH2:11][CH3:12])[CH2:9][CH3:10])=[O:7])=[CH:4][N:3]=2)=[CH:18][CH:17]=1. The catalyst is O. The reactants are [Cl:1][C:2]1[CH:14]=[CH:13][C:5]([C:6]([N:8]([CH2:11][CH3:12])[CH2:9][CH3:10])=[O:7])=[CH:4][N:3]=1.[Cl:15][C:16]1[CH:22]=[CH:21][C:19]([NH2:20])=[CH:18][CH:17]=1.C(O)(=O)C. (10) The reactants are Cl[C:2]1[CH:7]=[C:6]([Cl:8])[N:5]=[CH:4][N:3]=1.[NH2:9][C:10]1[CH:11]=[C:12]2[C:16](=[CH:17][CH:18]=1)[NH:15][CH:14]=[CH:13]2.C(N(CC)C(C)C)(C)C. The catalyst is CN1CCCC1=O. The product is [Cl:8][C:6]1[N:5]=[CH:4][N:3]=[C:2]([NH:9][C:10]2[CH:11]=[C:12]3[C:16](=[CH:17][CH:18]=2)[NH:15][CH:14]=[CH:13]3)[CH:7]=1. The yield is 0.380.